Dataset: Full USPTO retrosynthesis dataset with 1.9M reactions from patents (1976-2016). Task: Predict the reactants needed to synthesize the given product. (1) Given the product [Br:34][C@@H:13]1[C@@H:12]([S:11][CH:35]=[O:36])[N:15]([C:16](=[C:30]([CH3:31])[CH3:32])[C:17]([O:19][CH2:20][C:21]2[CH:26]=[CH:25][C:24]([N+:27]([O-:29])=[O:28])=[CH:23][CH:22]=2)=[O:18])[C:14]1=[O:33], predict the reactants needed to synthesize it. The reactants are: S1C2C=CC=CC=2N=C1S[S:11][C@H:12]1[N:15]([C:16](=[C:30]([CH3:32])[CH3:31])[C:17]([O:19][CH2:20][C:21]2[CH:26]=[CH:25][C:24]([N+:27]([O-:29])=[O:28])=[CH:23][CH:22]=2)=[O:18])[C:14](=[O:33])[C@@H:13]1[Br:34].[CH:35](O)=[O:36].C(OC(=O)C)(=O)C.C1(P(C2C=CC=CC=2)C2C=CC=CC=2)C=CC=CC=1. (2) Given the product [NH2:7][C@@H:8]([C@H:9]([C:11]1[CH:12]=[CH:13][CH:14]=[CH:15][CH:16]=1)[CH3:10])[C:17]([NH:18][C:19]1[CH:24]=[CH:23][C:22]([C:25]#[CH:26])=[CH:21][CH:20]=1)=[O:27], predict the reactants needed to synthesize it. The reactants are: C(OC(=O)[NH:7][C@H:8]([C:17](=[O:27])[NH:18][C:19]1[CH:24]=[CH:23][C:22]([C:25]#[CH:26])=[CH:21][CH:20]=1)[C@H:9]([C:11]1[CH:16]=[CH:15][CH:14]=[CH:13][CH:12]=1)[CH3:10])(C)(C)C. (3) Given the product [Br:1][C:2]1[CH:3]=[C:4]([CH:16]=[CH:17][CH:18]=1)[O:5][CH2:6][CH2:7][CH2:30][NH:31][C:32](=[O:38])[O:33][C:34]([CH3:37])([CH3:36])[CH3:35], predict the reactants needed to synthesize it. The reactants are: [Br:1][C:2]1[CH:3]=[C:4]([CH:16]=[CH:17][CH:18]=1)[O:5][CH2:6][CH2:7]NC(=O)OC(C)(C)C.BrC1C=C(O)C=CC=1.BrCC[CH2:30][NH:31][C:32](=[O:38])[O:33][C:34]([CH3:37])([CH3:36])[CH3:35].C([O-])([O-])=O.[Cs+].[Cs+]. (4) Given the product [C:22]1([S:28][CH2:2][CH2:3][N:4]([CH2:17][C:18]([F:21])([F:20])[F:19])[C:5]2[CH:12]=[CH:11][C:8]([C:9]#[N:10])=[C:7]([C:13]([F:16])([F:15])[F:14])[CH:6]=2)[CH:27]=[CH:26][CH:25]=[CH:24][CH:23]=1, predict the reactants needed to synthesize it. The reactants are: O[CH2:2][CH2:3][N:4]([CH2:17][C:18]([F:21])([F:20])[F:19])[C:5]1[CH:12]=[CH:11][C:8]([C:9]#[N:10])=[C:7]([C:13]([F:16])([F:15])[F:14])[CH:6]=1.[C:22]1([S:28][S:28][C:22]2[CH:27]=[CH:26][CH:25]=[CH:24][CH:23]=2)[CH:27]=[CH:26][CH:25]=[CH:24][CH:23]=1.C(P(CCCC)CCCC)CCC. (5) Given the product [CH3:10][C:11]1[CH:12]=[C:13]([N:20]=[C:21]2[S:22][CH2:8][C:3]3([CH2:7][CH2:6][CH2:5][CH2:4]3)[NH:2]2)[CH:14]=[CH:15][C:16]=1[N+:17]([O-:19])=[O:18], predict the reactants needed to synthesize it. The reactants are: Cl.[NH2:2][C:3]1([CH2:8]Cl)[CH2:7][CH2:6][CH2:5][CH2:4]1.[CH3:10][C:11]1[CH:12]=[C:13]([N:20]=[C:21]=[S:22])[CH:14]=[CH:15][C:16]=1[N+:17]([O-:19])=[O:18]. (6) Given the product [CH2:15]([O:14][CH:4]([O:3][CH2:1][CH3:2])[C:5]1[CH:10]=[CH:9][C:8]([CH2:11][N:12]([CH3:13])[C:24](=[O:33])[O:25][CH2:26][C:27]2[CH:32]=[CH:31][CH:30]=[CH:29][CH:28]=2)=[CH:7][CH:6]=1)[CH3:16], predict the reactants needed to synthesize it. The reactants are: [CH2:1]([O:3][CH:4]([O:14][CH2:15][CH3:16])[C:5]1[CH:10]=[CH:9][C:8]([CH2:11][NH:12][CH3:13])=[CH:7][CH:6]=1)[CH3:2].C(N(CC)CC)C.[C:24](Cl)(=[O:33])[O:25][CH2:26][C:27]1[CH:32]=[CH:31][CH:30]=[CH:29][CH:28]=1. (7) Given the product [C:1]([O:5][C:6]([N:8]1[CH2:12][C:11]([F:13])([F:14])[CH2:10][C@@H:9]1[CH2:15][CH2:16][C:17]([OH:19])=[O:18])=[O:7])([CH3:4])([CH3:2])[CH3:3], predict the reactants needed to synthesize it. The reactants are: [C:1]([O:5][C:6]([N:8]1[CH2:12][C:11]([F:14])([F:13])[CH2:10][C@@H:9]1[CH2:15][CH2:16][C:17]([O:19]CC)=[O:18])=[O:7])([CH3:4])([CH3:3])[CH3:2].C(O)C.O[Li].O.